Dataset: Orexin1 receptor HTS with 218,158 compounds and 233 confirmed actives. Task: Binary Classification. Given a drug SMILES string, predict its activity (active/inactive) in a high-throughput screening assay against a specified biological target. (1) The drug is Brc1sc(S(=O)(=O)NCCC(=O)NCc2ccccc2)cc1. The result is 0 (inactive). (2) The compound is S(c1n(c(nn1)C(C)C)CC)CC(=O)Nc1c(cccc1)C(OCC)=O. The result is 0 (inactive). (3) The molecule is O=C(N\N=C\c1cccnc1)c1c(n(nc1)c1ccccc1)N. The result is 0 (inactive). (4) The molecule is O1CCN(CC1)C(=O)c1ccc(NC(=O)c2c([N+]([O-])=O)cccc2)cc1. The result is 0 (inactive).